This data is from Full USPTO retrosynthesis dataset with 1.9M reactions from patents (1976-2016). The task is: Predict the reactants needed to synthesize the given product. (1) Given the product [CH2:1]([N:8]1[CH2:13][CH2:12][C:11]2[NH:21][C:15]3[CH:16]=[CH:17][CH:18]=[CH:19][C:20]=3[C:10]=2[CH2:9]1)[C:2]1[CH:7]=[CH:6][CH:5]=[CH:4][CH:3]=1, predict the reactants needed to synthesize it. The reactants are: [CH2:1]([N:8]1[CH2:13][CH2:12][C:11](=O)[CH2:10][CH2:9]1)[C:2]1[CH:7]=[CH:6][CH:5]=[CH:4][CH:3]=1.[C:15]1([NH:21]N)[CH:20]=[CH:19][CH:18]=[CH:17][CH:16]=1.OS(O)(=O)=O. (2) Given the product [CH2:22]([CH:15]1[NH:14][CH2:13][CH2:12][CH2:11][NH:10][CH2:9][CH2:8][CH2:7][CH2:6][NH:5][CH2:4][CH2:3][CH2:2][NH:1][C:17](=[O:18])[CH2:16]1)[CH2:23][CH2:24][CH2:25][CH2:26][CH2:27][CH2:28][CH2:29][CH2:30][CH2:31][CH3:32], predict the reactants needed to synthesize it. The reactants are: [NH2:1][CH2:2][CH2:3][CH2:4][NH:5][CH2:6][CH2:7][CH2:8][CH2:9][NH:10][CH2:11][CH2:12][CH2:13][NH:14][CH:15]([CH2:22][CH2:23][CH2:24][CH2:25][CH2:26][CH2:27][CH2:28][CH2:29][CH2:30][CH2:31][CH3:32])[CH2:16][C:17](OCC)=[O:18].[O-]CC.[Sb+3].[O-]CC.[O-]CC. (3) Given the product [Cl:31][C:9]1[C:10]([NH:16][C:17]2[N:22]=[C:21]([NH:23][CH2:24][CH3:25])[C:20]3=[N:26][CH:27]=[C:28]([C:29]#[N:30])[N:19]3[N:18]=2)=[CH:11][C:12]([C:14]#[N:15])=[CH:13][C:8]=1[N:5]1[CH2:6][CH2:7][CH:2]([NH:1][C:41](=[O:44])[O:42][CH3:43])[CH2:3][CH2:4]1, predict the reactants needed to synthesize it. The reactants are: [NH2:1][CH:2]1[CH2:7][CH2:6][N:5]([C:8]2[C:9]([Cl:31])=[C:10]([NH:16][C:17]3[N:22]=[C:21]([NH:23][CH2:24][CH3:25])[C:20]4=[N:26][CH:27]=[C:28]([C:29]#[N:30])[N:19]4[N:18]=3)[CH:11]=[C:12]([C:14]#[N:15])[CH:13]=2)[CH2:4][CH2:3]1.C(N(CC)C(C)C)(C)C.[C:41](Cl)(=[O:44])[O:42][CH3:43]. (4) Given the product [C:18]([NH:17][C:15](=[O:16])[C:14]([C:3]1[C:4]([F:13])=[C:5]([C:8]([O:10][CH2:11][CH3:12])=[O:9])[N:6]([CH3:7])[C:2]=1[CH3:23])=[O:22])([CH3:21])([CH3:20])[CH3:19], predict the reactants needed to synthesize it. The reactants are: Br[C:2]1[N:6]([CH3:7])[C:5]([C:8]([O:10][CH2:11][CH3:12])=[O:9])=[C:4]([F:13])[C:3]=1[C:14](=[O:22])[C:15]([NH:17][C:18]([CH3:21])([CH3:20])[CH3:19])=[O:16].[CH3:23][Sn](C)(C)C. (5) Given the product [S:6]1[C:2]([C:15]2[CH:16]=[C:17]3[C:22](=[C:23]([O:25][CH2:26][O:27][CH2:28][CH2:29][Si:30]([CH3:33])([CH3:31])[CH3:32])[CH:24]=2)[N:21]=[CH:20][N:19]([CH2:34][O:35][CH2:36][CH2:37][Si:38]([CH3:41])([CH3:40])[CH3:39])[C:18]3=[O:42])=[CH:3][N:4]=[CH:5]1, predict the reactants needed to synthesize it. The reactants are: Br[C:2]1[S:6][CH:5]=[N:4][CH:3]=1.CC1(C)C(C)(C)OB([C:15]2[CH:16]=[C:17]3[C:22](=[C:23]([O:25][CH2:26][O:27][CH2:28][CH2:29][Si:30]([CH3:33])([CH3:32])[CH3:31])[CH:24]=2)[N:21]=[CH:20][N:19]([CH2:34][O:35][CH2:36][CH2:37][Si:38]([CH3:41])([CH3:40])[CH3:39])[C:18]3=[O:42])O1.C(=O)([O-])[O-].[K+].[K+].O. (6) Given the product [CH3:1][O:2][C:3]1[CH:4]=[CH:5][C:6]([CH2:7][N:8]2[C:16]3[C:11](=[CH:12][C:13]([O:17][CH2:40][CH2:41][CH2:42][OH:43])=[CH:14][CH:15]=3)[C:10]([C:18]3[N:19]=[N:20][N:21]([C:23]4[CH:24]=[CH:25][C:26]([C:29]([N:31]5[CH2:32][CH2:33][O:34][CH2:35][CH2:36]5)=[O:30])=[CH:27][CH:28]=4)[CH:22]=3)=[N:9]2)=[CH:37][CH:38]=1, predict the reactants needed to synthesize it. The reactants are: [CH3:1][O:2][C:3]1[CH:38]=[CH:37][C:6]([CH2:7][N:8]2[C:16]3[C:11](=[CH:12][C:13]([OH:17])=[CH:14][CH:15]=3)[C:10]([C:18]3[N:19]=[N:20][N:21]([C:23]4[CH:28]=[CH:27][C:26]([C:29]([N:31]5[CH2:36][CH2:35][O:34][CH2:33][CH2:32]5)=[O:30])=[CH:25][CH:24]=4)[CH:22]=3)=[N:9]2)=[CH:5][CH:4]=1.Br[CH2:40][CH2:41][CH2:42][OH:43].C(=O)([O-])[O-].[Cs+].[Cs+]. (7) Given the product [CH:1]1([N:6]2[C:15]3[N:14]=[C:13]([C:16]4[CH:21]=[CH:20][N:19]=[C:18]([O:27][CH3:29])[CH:17]=4)[N:12]=[CH:11][C:10]=3[N:9]([CH3:23])[C:8](=[O:24])[C@H:7]2[CH2:25][CH3:26])[CH2:5][CH2:4][CH2:3][CH2:2]1, predict the reactants needed to synthesize it. The reactants are: [CH:1]1([N:6]2[C:15]3[N:14]=[C:13]([C:16]4[CH:21]=[CH:20][N:19]=[C:18](F)[CH:17]=4)[N:12]=[CH:11][C:10]=3[N:9]([CH3:23])[C:8](=[O:24])[C@H:7]2[CH2:25][CH3:26])[CH2:5][CH2:4][CH2:3][CH2:2]1.[OH-:27].[Na+].[CH3:29]O. (8) Given the product [Cl:29][C:26]1[CH:25]=[CH:24][C:23]([O:22][C:19]2[CH:18]=[CH:17][C:16]([S:13]([C:6]3([C:4]([OH:5])=[O:3])[CH2:11][CH2:10][N:9]([CH3:12])[CH2:8][CH2:7]3)(=[O:14])=[O:15])=[CH:21][CH:20]=2)=[CH:28][CH:27]=1, predict the reactants needed to synthesize it. The reactants are: C([O:3][C:4]([C:6]1([S:13]([C:16]2[CH:21]=[CH:20][C:19]([O:22][C:23]3[CH:28]=[CH:27][C:26]([Cl:29])=[CH:25][CH:24]=3)=[CH:18][CH:17]=2)(=[O:15])=[O:14])[CH2:11][CH2:10][N:9]([CH3:12])[CH2:8][CH2:7]1)=[O:5])C. (9) Given the product [CH2:1]([C:4]1[CH:13]=[C:12]([Cl:14])[C:11]2[C:6](=[CH:7][CH:8]=[CH:9][CH:10]=2)[C:5]=1[O:15][CH2:18][C:19]1[CH:24]=[CH:23][CH:22]=[CH:21][CH:20]=1)[CH:2]=[CH2:3], predict the reactants needed to synthesize it. The reactants are: [CH2:1]([C:4]1[CH:13]=[C:12]([Cl:14])[C:11]2[C:6](=[CH:7][CH:8]=[CH:9][CH:10]=2)[C:5]=1[OH:15])[CH:2]=[CH2:3].[H-].[Na+].[CH2:18](Br)[C:19]1[CH:24]=[CH:23][CH:22]=[CH:21][CH:20]=1. (10) The reactants are: [NH2:1][C:2]1[O:6][CH:5]([C:7]2[CH:12]=[CH:11][C:10](F)=[CH:9][CH:8]=2)[C:4](=[O:14])[C:3]=1[OH:15].C(N(CC)CC)C.[Cl:23][Si](C)(C)C.[C:28](Cl)(=[O:35])[C:29]1[CH:34]=[CH:33][CH:32]=[CH:31][CH:30]=1.[F-].C([N+](CCCC)(CCCC)CCCC)CCC.S([O-])([O-])(=O)=O.[NH4+].[NH4+]. Given the product [OH:15][C:3]1[C:4]([OH:14])=[C:5]([C:7]2[CH:12]=[CH:11][C:10]([Cl:23])=[CH:9][CH:8]=2)[O:6][C:2]=1[NH:1][C:28](=[O:35])[C:29]1[CH:34]=[CH:33][CH:32]=[CH:31][CH:30]=1, predict the reactants needed to synthesize it.